Dataset: Forward reaction prediction with 1.9M reactions from USPTO patents (1976-2016). Task: Predict the product of the given reaction. (1) Given the reactants [F:1][C:2]([F:18])([F:17])[C:3]1[CH:4]=[CH:5][C:6]([O:9][C:10]2[CH:15]=[CH:14][C:13]([OH:16])=[CH:12][CH:11]=2)=[N:7][CH:8]=1.[I-].[CH3:20][CH:21]1[O:26][CH:25]([CH3:27])[CH2:24][N:23]([C:28](N2C=C[N+](C)=C2)=[O:29])[CH2:22]1, predict the reaction product. The product is: [F:18][C:2]([F:1])([F:17])[C:3]1[CH:4]=[CH:5][C:6]([O:9][C:10]2[CH:11]=[CH:12][C:13]([O:16][C:28]([N:23]3[CH2:24][CH:25]([CH3:27])[O:26][CH:21]([CH3:20])[CH2:22]3)=[O:29])=[CH:14][CH:15]=2)=[N:7][CH:8]=1. (2) Given the reactants Br[C:2]1[N:6]([CH3:7])[N:5]=[CH:4][C:3]=1[C:8]1[CH:13]=[CH:12][CH:11]=[CH:10][CH:9]=1.CC1C([B:20]2[O:28][C:25]([CH3:27])([CH3:26])[C:22]([CH3:24])([CH3:23])[O:21]2)=C(C)ON=1.O1CCOCC1.C([O-])(=O)C.[K+], predict the reaction product. The product is: [CH3:7][N:6]1[C:2]([B:20]2[O:28][C:25]([CH3:27])([CH3:26])[C:22]([CH3:24])([CH3:23])[O:21]2)=[C:3]([C:8]2[CH:13]=[CH:12][CH:11]=[CH:10][CH:9]=2)[CH:4]=[N:5]1. (3) The product is: [S:2]([O-:6])([O-:4])=[O:3].[Mg+2:1].[OH-:9].[Mg+2:1].[OH-:18].[S:7](=[O:10])=[O:9]. Given the reactants [Mg:1].[S:2](=[O:6])(=S)([OH:4])[OH:3].[S:7]([O-])([O-:10])(=[O:9])=S.[Na+].[Na+].[Cl-].[Mg+2].[Cl-].S([O-])([O-])=[O:18].[Mg+2].[S], predict the reaction product. (4) Given the reactants [BH4-].[Na+].[Br:3][C:4]1[CH:5]=[C:6]([CH:18]=[CH:19][CH:20]=1)[CH2:7][C:8]([CH2:10][C:11]1[CH:16]=[CH:15][CH:14]=[C:13]([Br:17])[CH:12]=1)=[O:9].C(O)(C)C.C(O)(=O)C, predict the reaction product. The product is: [Br:3][C:4]1[CH:5]=[C:6]([CH2:7][CH:8]([OH:9])[CH2:10][C:11]2[CH:16]=[CH:15][CH:14]=[C:13]([Br:17])[CH:12]=2)[CH:18]=[CH:19][CH:20]=1. (5) The product is: [NH2:1][C:4]1[CH:15]=[CH:14][C:7]2[O:8][CH:9]([CH2:12][OH:13])[CH2:10][O:11][C:6]=2[CH:5]=1. Given the reactants [N+:1]([C:4]1[CH:15]=[CH:14][C:7]2[O:8][CH:9]([CH2:12][OH:13])[CH2:10][O:11][C:6]=2[CH:5]=1)([O-])=O, predict the reaction product. (6) Given the reactants [Cl:1][C:2]1[CH:10]=[CH:9][C:5]([C:6](O)=[O:7])=[CH:4][N:3]=1.CN([C:14]([O:18][N:19]1N=NC2C=CC=C[C:20]1=2)=[N+](C)C)C.[B-](F)(F)(F)F.C(N(C(C)C)CC)(C)C.Cl.COCN, predict the reaction product. The product is: [Cl:1][C:2]1[CH:10]=[CH:9][C:5]([C:6]([N:19]([O:18][CH3:14])[CH3:20])=[O:7])=[CH:4][N:3]=1. (7) Given the reactants F[C:2]1[CH:7]=[CH:6][CH:5]=[CH:4][C:3]=1[N+:8]([O-:10])=[O:9].[CH3:11][C:12]([O:15][C:16]([NH:18][CH:19]1[CH2:24][CH2:23][NH:22][CH2:21][CH2:20]1)=[O:17])([CH3:14])[CH3:13], predict the reaction product. The product is: [N+:8]([C:3]1[CH:4]=[CH:5][CH:6]=[CH:7][C:2]=1[N:22]1[CH2:21][CH2:20][CH:19]([NH:18][C:16](=[O:17])[O:15][C:12]([CH3:13])([CH3:11])[CH3:14])[CH2:24][CH2:23]1)([O-:10])=[O:9]. (8) The product is: [Cl:9][C:10]1[CH:15]=[CH:14][C:13]([N:4]2[CH:5]=[CH:6][C:2]([I:1])=[N:3]2)=[CH:12][CH:11]=1. Given the reactants [I:1][C:2]1[CH:6]=[CH:5][NH:4][N:3]=1.[H-].[Na+].[Cl:9][C:10]1[CH:15]=[CH:14][C:13](F)=[CH:12][CH:11]=1, predict the reaction product.